Dataset: Full USPTO retrosynthesis dataset with 1.9M reactions from patents (1976-2016). Task: Predict the reactants needed to synthesize the given product. (1) The reactants are: [CH3:1][NH:2][CH2:3][CH2:4][CH2:5][O:6][C:7]1[CH:8]=[N:9][C:10]([CH3:13])=[CH:11][CH:12]=1.[O:14]=[C:15]([OH:27])[C@@H:16]([C@H:18]([C@H:20]([C@@H:22]([C:24]([OH:26])=[O:25])[OH:23])[OH:21])[OH:19])[OH:17].O. Given the product [O:14]=[C:15]([OH:27])[C@@H:16]([C@H:18]([C@H:20]([C@@H:22]([C:24]([OH:26])=[O:25])[OH:23])[OH:21])[OH:19])[OH:17].[CH3:1][NH:2][CH2:3][CH2:4][CH2:5][O:6][C:7]1[CH:8]=[N:9][C:10]([CH3:13])=[CH:11][CH:12]=1.[CH3:1][NH:2][CH2:3][CH2:4][CH2:5][O:6][C:7]1[CH:8]=[N:9][C:10]([CH3:13])=[CH:11][CH:12]=1, predict the reactants needed to synthesize it. (2) Given the product [CH2:14]([S:11]([C:10]1[CH:9]=[C:8]2[C:4]([C:5]([CH3:19])([CH3:20])[CH2:6][N:7]2[C:16](=[O:18])[CH3:17])=[CH:3][CH:2]=1)(=[O:12])=[O:13])[CH3:15], predict the reactants needed to synthesize it. The reactants are: Br[C:2]1[CH:3]=[C:4]2[C:8](=[CH:9][C:10]=1[S:11]([CH2:14][CH3:15])(=[O:13])=[O:12])[N:7]([C:16](=[O:18])[CH3:17])[CH2:6][C:5]2([CH3:20])[CH3:19].[NH4+].[Cl-]. (3) Given the product [C:32]([O:31][C:29]([N:16]1[CH2:17][CH2:18][C:12]([C:2]2[CH:7]=[CH:6][C:5]([OH:1])=[CH:4][CH:3]=2)=[CH:15][CH2:14]1)=[O:30])([CH3:33])([CH3:34])[CH3:35], predict the reactants needed to synthesize it. The reactants are: [OH2:1].[C:2]1([CH3:12])[CH:7]=[CH:6][C:5](S(O)(=O)=O)=[CH:4][CH:3]=1.Cl.[CH2:14]([N:16](CC)[CH2:17][CH3:18])[CH3:15].[C:29](O[C:29]([O:31][C:32]([CH3:35])([CH3:34])[CH3:33])=[O:30])([O:31][C:32]([CH3:35])([CH3:34])[CH3:33])=[O:30].[OH-].[Na+].